Dataset: Full USPTO retrosynthesis dataset with 1.9M reactions from patents (1976-2016). Task: Predict the reactants needed to synthesize the given product. (1) Given the product [CH2:1]([C@H:3]1[CH2:4][CH2:5][C@H:6]([N:9]2[CH:13]=[C:12]([CH:14]=[O:15])[N:11]=[CH:10]2)[CH2:7][CH2:8]1)[CH3:2], predict the reactants needed to synthesize it. The reactants are: [CH2:1]([CH:3]1[CH2:8][CH2:7][CH:6]([N:9]2[CH:13]=[C:12]([CH2:14][OH:15])[N:11]=[CH:10]2)[CH2:5][CH2:4]1)[CH3:2].C(=O)(O)[O-].[Na+].II.S([O-])([O-])(=O)=S.[Na+].[Na+]. (2) Given the product [CH2:48]([O:47][C:45](=[O:46])[CH2:44][N:27]1[CH:28]=[C:29]([CH2:30][CH3:31])[C:25]([C:16]2[CH:17]=[CH:18][C:19]([C:21]([F:22])([F:23])[F:24])=[CH:20][C:15]=2[CH2:14][N:7]([CH2:6][C:5]2[CH:4]=[C:3]([C:2]([F:1])([F:39])[F:40])[CH:34]=[C:33]([C:35]([F:36])([F:37])[F:38])[CH:32]=2)[C:8]2[N:9]=[N:10][N:11]([CH3:13])[N:12]=2)=[N:26]1)[CH3:49], predict the reactants needed to synthesize it. The reactants are: [F:1][C:2]([F:40])([F:39])[C:3]1[CH:4]=[C:5]([CH:32]=[C:33]([C:35]([F:38])([F:37])[F:36])[CH:34]=1)[CH2:6][N:7]([CH2:14][C:15]1[CH:20]=[C:19]([C:21]([F:24])([F:23])[F:22])[CH:18]=[CH:17][C:16]=1[C:25]1[C:29]([CH2:30][CH3:31])=[CH:28][NH:27][N:26]=1)[C:8]1[N:9]=[N:10][N:11]([CH3:13])[N:12]=1.[H-].[Na+].Br[CH2:44][C:45]([O:47][CH2:48][CH3:49])=[O:46]. (3) Given the product [CH3:1][C:2]1[N:11]=[C:10]([C:12]2[CH:17]=[N:16][CH:15]=[N:14][CH:13]=2)[C:9]2[CH2:8][CH2:7][C@H:6]3[C@H:18]([CH3:25])[C:19](=[O:24])[C:20]([C:22]([NH2:23])=[O:34])=[CH:21][C@:5]3([C:26]3[CH:27]=[CH:28][CH:29]=[CH:30][CH:31]=3)[C:4]=2[N:3]=1, predict the reactants needed to synthesize it. The reactants are: [CH3:1][C:2]1[N:11]=[C:10]([C:12]2[CH:13]=[N:14][CH:15]=[N:16][CH:17]=2)[C:9]2[CH2:8][CH2:7][C@H:6]3[C@H:18]([CH3:25])[C:19](=[O:24])[C:20]([C:22]#[N:23])=[CH:21][C@:5]3([C:26]3[CH:31]=[CH:30][CH:29]=[CH:28][CH:27]=3)[C:4]=2[N:3]=1.C([OH:34])C. (4) Given the product [CH:1]([C:4]1[N:5]=[C:6](/[CH:9]=[CH:10]/[C:11]2[CH:16]=[CH:15][N:14]3[C:39](=[O:42])[C:19](/[CH:20]=[CH:51]/[C:49]([O:48][C:44]([CH3:45])([CH3:46])[CH3:47])=[O:50])=[C:18]([O:78][S:77]([C:74]4[CH:75]=[CH:76][C:71]([CH3:81])=[CH:72][CH:73]=4)(=[O:35])=[O:79])[N:17]=[C:13]3[CH:12]=2)[S:7][CH:8]=1)([CH3:3])[CH3:2], predict the reactants needed to synthesize it. The reactants are: [CH:1]([C:4]1[N:5]=[C:6](/[CH:9]=[CH:10]/[C:11]2[CH:16]=[CH:15][N:14]=[C:13]([NH2:17])[CH:12]=2)[S:7][CH:8]=1)([CH3:3])[CH3:2].[C:18](OC1C=CC(Cl)=C(Cl)C=1Cl)(=O)[CH2:19][C:20]([O-])=O.P(Cl)(Cl)(Cl)=[O:35].[C:39](=[O:42])([O-])O.[Na+].[C:44]([O:48][C:49]([CH:51]=P(C1C=CC=CC=1)(C1C=CC=CC=1)C1C=CC=CC=1)=[O:50])([CH3:47])([CH3:46])[CH3:45].[C:71]1([CH3:81])[CH:76]=[CH:75][C:74]([S:77](Cl)(=[O:79])=[O:78])=[CH:73][CH:72]=1.